This data is from Forward reaction prediction with 1.9M reactions from USPTO patents (1976-2016). The task is: Predict the product of the given reaction. (1) The product is: [CH3:3][C:4]1[CH:9]=[CH:8][N:7]=[C:6]([NH2:10])[C:5]=1[NH2:11]. Given the reactants [NH4+].[Cl-].[CH3:3][C:4]1[CH:9]=[CH:8][N:7]=[C:6]([NH2:10])[C:5]=1[N+:11]([O-])=O, predict the reaction product. (2) The product is: [CH3:30][O:31][C:32]1[N:37]=[C:36]([O:38][CH3:39])[C:35]([C:2]2[CH:3]=[CH:4][C:5]3[N:6]([C:8]([CH:11]=[O:12])=[CH:9][N:10]=3)[CH:7]=2)=[CH:34][N:33]=1. Given the reactants Br[C:2]1[CH:3]=[CH:4][C:5]2[N:6]([C:8]([CH:11]=[O:12])=[CH:9][N:10]=2)[CH:7]=1.N1C=CC=C(C2C=CC3N(C(C=O)=CN=3)C=2)C=1.[CH3:30][O:31][C:32]1[N:37]=[C:36]([O:38][CH3:39])[C:35](B(O)O)=[CH:34][N:33]=1.C([O-])([O-])=O.[Na+].[Na+], predict the reaction product. (3) Given the reactants [Br:1][C:2]1[C:10]2[C:9](Cl)=[N:8][CH:7]=[N:6][C:5]=2[S:4][C:3]=1[C:12]1[CH:17]=[CH:16][C:15]([F:18])=[CH:14][CH:13]=1.[OH:19][C@H:20]([CH2:26][C:27]1[CH:32]=[CH:31][CH:30]=[CH:29][C:28]=1[O:33][CH2:34][C:35]1[CH:40]=[CH:39][N:38]=[C:37]([C:41]2[CH:46]=[CH:45][CH:44]=[CH:43][C:42]=2[O:47][CH3:48])[N:36]=1)[C:21]([O:23][CH2:24][CH3:25])=[O:22].C([O-])([O-])=O.[Cs+].[Cs+].C1COCC1, predict the reaction product. The product is: [Br:1][C:2]1[C:10]2[C:9]([O:19][C@H:20]([CH2:26][C:27]3[CH:32]=[CH:31][CH:30]=[CH:29][C:28]=3[O:33][CH2:34][C:35]3[CH:40]=[CH:39][N:38]=[C:37]([C:41]4[CH:46]=[CH:45][CH:44]=[CH:43][C:42]=4[O:47][CH3:48])[N:36]=3)[C:21]([O:23][CH2:24][CH3:25])=[O:22])=[N:8][CH:7]=[N:6][C:5]=2[S:4][C:3]=1[C:12]1[CH:17]=[CH:16][C:15]([F:18])=[CH:14][CH:13]=1. (4) Given the reactants [NH2:1][CH2:2][CH2:3][CH2:4][CH2:5][CH2:6][C:7]([OH:9])=[O:8].[OH-].[Na+:11], predict the reaction product. The product is: [Na+:11].[NH2:1][CH2:2][CH2:3][CH2:4][CH2:5][CH2:6][C:7]([O-:9])=[O:8].